Dataset: Full USPTO retrosynthesis dataset with 1.9M reactions from patents (1976-2016). Task: Predict the reactants needed to synthesize the given product. (1) Given the product [OH:18][N:17]=[CH:1][C:3]1[C:12]2[C:7](=[CH:8][CH:9]=[CH:10][CH:11]=2)[C:6]([C:13]([O:15][CH3:16])=[O:14])=[CH:5][CH:4]=1, predict the reactants needed to synthesize it. The reactants are: [CH:1]([C:3]1[C:12]2[C:7](=[CH:8][CH:9]=[CH:10][CH:11]=2)[C:6]([C:13]([O:15][CH3:16])=[O:14])=[CH:5][CH:4]=1)=O.[NH2:17][OH:18]. (2) Given the product [CH3:1][N:2]1[C:10]2[C:5](=[C:6]([CH3:11])[CH:7]=[CH:8][CH:9]=2)[C:4]([CH2:12][N:13]2[C:17]3[CH:18]=[C:19]([CH3:23])[C:20]([CH3:22])=[CH:21][C:16]=3[NH:15][C:14]2=[O:27])=[CH:3]1, predict the reactants needed to synthesize it. The reactants are: [CH3:1][N:2]1[C:10]2[C:5](=[C:6]([CH3:11])[CH:7]=[CH:8][CH:9]=2)[C:4]([CH2:12][N:13]2[C:17]3[CH:18]=[C:19]([CH3:23])[C:20]([CH3:22])=[CH:21][C:16]=3[N:15](C(C)=C)[C:14]2=[O:27])=[CH:3]1.O.Cl. (3) The reactants are: [Cl:1][C:2]1[CH:8]=[CH:7][C:5]([NH2:6])=[CH:4][C:3]=1[C:9]1[CH:14]=[CH:13][CH:12]=[CH:11][N:10]=1.[C:15]([C:18]1[CH:23]=[CH:22][C:21]([S:24]([NH2:27])(=[O:26])=[O:25])=[CH:20][CH:19]=1)(O)=[O:16]. Given the product [Cl:1][C:2]1[CH:8]=[CH:7][C:5]([NH:6][C:15](=[O:16])[C:18]2[CH:23]=[CH:22][C:21]([S:24]([NH2:27])(=[O:25])=[O:26])=[CH:20][CH:19]=2)=[CH:4][C:3]=1[C:9]1[CH:14]=[CH:13][CH:12]=[CH:11][N:10]=1, predict the reactants needed to synthesize it. (4) Given the product [Cl:1][C:2]1[CH:17]=[CH:16][C:15]([Cl:18])=[CH:14][C:3]=1[CH2:4][N:5]1[C:21](=[O:22])[NH:12][C:11]2[C:6]1=[N:7][C:8]([Cl:13])=[N:9][CH:10]=2, predict the reactants needed to synthesize it. The reactants are: [Cl:1][C:2]1[CH:17]=[CH:16][C:15]([Cl:18])=[CH:14][C:3]=1[CH2:4][NH:5][C:6]1[C:11]([NH2:12])=[CH:10][N:9]=[C:8]([Cl:13])[N:7]=1.C1C[O:22][CH2:21]C1.C(N1C=CN=C1)(N1C=CN=C1)=O. (5) Given the product [Cl:1][C:2]1[CH:7]=[CH:6][C:5]([C:8]2[C:9]([C:20]3[CH:21]=[CH:22][C:23]([OH:26])=[CH:24][CH:25]=3)=[C:10]([CH2:13][CH2:14][C:15]([O:17][CH2:18][CH3:19])=[O:16])[S:11][CH:12]=2)=[C:4]([O:27][CH3:28])[CH:3]=1, predict the reactants needed to synthesize it. The reactants are: [Cl:1][C:2]1[CH:7]=[CH:6][C:5]([C:8]2[C:9]([C:20]3[CH:25]=[CH:24][C:23]([OH:26])=[CH:22][CH:21]=3)=[C:10](/[CH:13]=[CH:14]/[C:15]([O:17][CH2:18][CH3:19])=[O:16])[S:11][CH:12]=2)=[C:4]([O:27][CH3:28])[CH:3]=1. (6) Given the product [NH2:14][CH:15]([CH2:19][C:20]([F:23])([F:22])[F:21])[CH2:16][OH:17], predict the reactants needed to synthesize it. The reactants are: [BH4-].[Li+].C1COCC1.Cl[Si](C)(C)C.Cl.[NH2:14][CH:15]([CH2:19][C:20]([F:23])([F:22])[F:21])[C:16](O)=[O:17].